From a dataset of Full USPTO retrosynthesis dataset with 1.9M reactions from patents (1976-2016). Predict the reactants needed to synthesize the given product. (1) Given the product [CH3:1][O:2][C:3]1[CH:4]=[C:5]([C:11]2[CH:25]=[N:15][CH:14]=[C:13]([C:12]=2[OH:16])[C:19]#[N:20])[CH:6]=[CH:7][C:8]=1[O:9][CH3:10], predict the reactants needed to synthesize it. The reactants are: [CH3:1][O:2][C:3]1[CH:4]=[C:5]([CH2:11][C:12](=[O:16])[CH2:13][C:14]#[N:15])[CH:6]=[CH:7][C:8]=1[O:9][CH3:10].CO[CH:19](OC)[N:20](C)C.[C:25]([O-])(=O)C.[NH4+]. (2) Given the product [C:1]1([CH:12]2[CH2:13][CH2:14][C:10](=[O:15])[CH2:11]2)[CH:6]=[CH:5][CH:4]=[CH:3][CH:2]=1, predict the reactants needed to synthesize it. The reactants are: [C:1]1(B(O)O)[CH:6]=[CH:5][CH:4]=[CH:3][CH:2]=1.[C:10]1(=[O:15])[CH2:14][CH2:13][CH:12]=[CH:11]1.C([O-])([O-])=O.[Na+].[Na+]. (3) Given the product [CH2:22]([CH:11]1[CH2:10][N:9]([C:7](=[O:8])/[CH:6]=[CH:5]/[C:4]([OH:24])=[O:3])[C:14]2[CH:15]=[CH:16][CH:17]=[C:18]([CH:19]([CH3:20])[CH3:21])[C:13]=2[O:12]1)[CH3:23], predict the reactants needed to synthesize it. The reactants are: C([O:3][C:4](=[O:24])/[CH:5]=[CH:6]/[C:7]([N:9]1[C:14]2[CH:15]=[CH:16][CH:17]=[C:18]([CH:19]([CH3:21])[CH3:20])[C:13]=2[O:12][CH:11]([CH2:22][CH3:23])[CH2:10]1)=[O:8])C.[OH-].[Na+].Cl. (4) Given the product [CH2:21]([O:23][C:22]([C:21]1[C:4]2[O:3][B:2]([OH:1])[C@@H:7]([NH:8][C:9](=[O:17])[CH2:10][CH2:11][N:12]3[CH:16]=[CH:15][N:14]=[CH:13]3)[CH2:6][C:5]=2[CH:18]=[CH:19][CH:20]=1)=[O:24])[CH2:4][CH2:5][CH3:6], predict the reactants needed to synthesize it. The reactants are: [OH:1][B:2]1[C@@H:7]([NH:8][C:9](=[O:17])[CH2:10][CH2:11][N:12]2[CH:16]=[CH:15][N:14]=[CH:13]2)[CH2:6][C:5]2[CH:18]=[CH:19][CH:20]=[C:21]([C:22]([OH:24])=[O:23])[C:4]=2[O:3]1.